From a dataset of Forward reaction prediction with 1.9M reactions from USPTO patents (1976-2016). Predict the product of the given reaction. (1) Given the reactants C1COCC1.C([O:13][C:14]1[CH:35]=[CH:34][C:17]([O:18][CH:19]2[CH2:24][CH2:23][N:22]([C:25]([O:27][C:28]3[CH:29]=[N:30][CH:31]=[CH:32][CH:33]=3)=[O:26])[CH2:21][CH2:20]2)=[CH:16][CH:15]=1)C1C=CC=CC=1.[H][H], predict the reaction product. The product is: [OH:13][C:14]1[CH:35]=[CH:34][C:17]([O:18][CH:19]2[CH2:24][CH2:23][N:22]([C:25]([O:27][C:28]3[CH:29]=[N:30][CH:31]=[CH:32][CH:33]=3)=[O:26])[CH2:21][CH2:20]2)=[CH:16][CH:15]=1. (2) Given the reactants Cl.[NH2:2][CH2:3][C:4]1[CH:12]=[CH:11][CH:10]=[C:9]2[C:5]=1[C:6](=[O:22])[N:7]([CH:14]1[CH2:19][CH2:18][C:17](=[O:20])[NH:16][C:15]1=[O:21])[C:8]2=[O:13].C(N(C(C)C)CC)(C)C.[F:32][C:33]([F:45])([F:44])[O:34][C:35]1[CH:43]=[CH:42][C:38]([C:39](Cl)=[O:40])=[CH:37][CH:36]=1, predict the reaction product. The product is: [O:21]=[C:15]1[CH:14]([N:7]2[C:6](=[O:22])[C:5]3[C:9](=[CH:10][CH:11]=[CH:12][C:4]=3[CH2:3][NH:2][C:39](=[O:40])[C:38]3[CH:42]=[CH:43][C:35]([O:34][C:33]([F:32])([F:44])[F:45])=[CH:36][CH:37]=3)[C:8]2=[O:13])[CH2:19][CH2:18][C:17](=[O:20])[NH:16]1. (3) Given the reactants [NH2:1][CH:2]1[CH2:11][C:10]2[C:9]([CH2:12][N:13]3[C:17]4[CH:18]=[C:19]([F:31])[C:20]([S:22]([NH:25][C:26]5[S:30][N:29]=[CH:28][N:27]=5)(=[O:24])=[O:23])=[CH:21][C:16]=4[O:15][C:14]3=[O:32])=[CH:8][CH:7]=[CH:6][C:5]=2[CH2:4][CH2:3]1.C1C=CC2N(O)N=NC=2C=1.C(Cl)CCl.[C:47](O)(=[O:49])[CH3:48].CCN(C(C)C)C(C)C, predict the reaction product. The product is: [S:30]1[C:26]([NH:25][S:22]([C:20]2[C:19]([F:31])=[CH:18][C:17]3[N:13]([CH2:12][C:9]4[CH:8]=[CH:7][CH:6]=[C:5]5[C:10]=4[CH2:11][CH:2]([NH:1][C:47](=[O:49])[CH3:48])[CH2:3][CH2:4]5)[C:14](=[O:32])[O:15][C:16]=3[CH:21]=2)(=[O:24])=[O:23])=[N:27][CH:28]=[N:29]1. (4) Given the reactants [C:1]([O:5][C:6]([N:8]1[C:15](=[O:16])[CH:14]2[CH:9]1[CH:10]1[CH2:17][CH:13]2[CH:12]=[CH:11]1)=[O:7])([CH3:4])([CH3:3])[CH3:2].[O:18]1CCCC1.[OH-].[Li+].Cl, predict the reaction product. The product is: [C:1]([O:5][C:6]([NH:8][CH:9]1[CH:10]2[CH2:17][CH:13]([CH:12]=[CH:11]2)[CH:14]1[C:15]([OH:18])=[O:16])=[O:7])([CH3:4])([CH3:3])[CH3:2]. (5) Given the reactants C[O:2][C:3]1[CH:16]=[CH:15][CH:14]=[C:13]2[C:4]=1[CH:5]([CH3:29])[N:6]([S:17]([C:20]1[CH:25]=[CH:24][C:23]([O:26]C)=[C:22]([CH3:28])[CH:21]=1)(=[O:19])=[O:18])[C:7]1[CH:8]=[CH:9][CH:10]=[CH:11][C:12]=12.B(Cl)(Cl)Cl.ClCCl, predict the reaction product. The product is: [OH:26][C:23]1[CH:24]=[CH:25][C:20]([S:17]([N:6]2[CH:5]([CH3:29])[C:4]3[C:3]([OH:2])=[CH:16][CH:15]=[CH:14][C:13]=3[C:12]3[CH:11]=[CH:10][CH:9]=[CH:8][C:7]2=3)(=[O:19])=[O:18])=[CH:21][C:22]=1[CH3:28].